This data is from Peptide-MHC class I binding affinity with 185,985 pairs from IEDB/IMGT. The task is: Regression. Given a peptide amino acid sequence and an MHC pseudo amino acid sequence, predict their binding affinity value. This is MHC class I binding data. (1) The peptide sequence is AYLFTPLFK. The MHC is HLA-A23:01 with pseudo-sequence HLA-A23:01. The binding affinity (normalized) is 0.457. (2) The peptide sequence is FAFVTDNTY. The MHC is HLA-A29:02 with pseudo-sequence HLA-A29:02. The binding affinity (normalized) is 0.650. (3) The peptide sequence is QILMKTANNY. The MHC is HLA-A33:01 with pseudo-sequence HLA-A33:01. The binding affinity (normalized) is 0.160. (4) The peptide sequence is YLIRALTL. The MHC is H-2-Kb with pseudo-sequence H-2-Kb. The binding affinity (normalized) is 0.118. (5) The peptide sequence is KLGDQFGRK. The MHC is HLA-A02:01 with pseudo-sequence HLA-A02:01. The binding affinity (normalized) is 0.0847. (6) The peptide sequence is PSEKRIGAY. The MHC is HLA-B15:17 with pseudo-sequence HLA-B15:17. The binding affinity (normalized) is 0.0847. (7) The peptide sequence is SYLIRALTL. The MHC is HLA-A30:01 with pseudo-sequence HLA-A30:01. The binding affinity (normalized) is 0.444.